From a dataset of Forward reaction prediction with 1.9M reactions from USPTO patents (1976-2016). Predict the product of the given reaction. (1) Given the reactants [C:1]([N:4]1[CH2:9][CH2:8][C:7]([CH2:11][C:12]([NH:14][C:15]2[CH:20]=[CH:19][C:18](Br)=[CH:17][CH:16]=2)=[O:13])([CH3:10])[CH2:6][CH2:5]1)(=[O:3])[CH3:2].[F:22][C:23]1[CH:24]=[C:25](B(O)O)[CH:26]=[C:27]([F:29])[CH:28]=1, predict the reaction product. The product is: [C:1]([N:4]1[CH2:9][CH2:8][C:7]([CH2:11][C:12]([NH:14][C:15]2[CH:20]=[CH:19][C:18]([C:25]3[CH:24]=[C:23]([F:22])[CH:28]=[C:27]([F:29])[CH:26]=3)=[CH:17][CH:16]=2)=[O:13])([CH3:10])[CH2:6][CH2:5]1)(=[O:3])[CH3:2]. (2) Given the reactants Br[C:2]1(Br)[C:10]2[C:5](=[N:6][CH:7]=[CH:8][CH:9]=2)[N:4]([CH:11]([C:18]2[CH:23]=[CH:22][CH:21]=[CH:20][CH:19]=2)[C:12]2[CH:17]=[CH:16][CH:15]=[CH:14][CH:13]=2)[C:3]1=[O:24].BrC1(Br)C2=NC=CC=C2N(C(C2C=CC=CC=2)C2C=CC=CC=2)C1=[O:49], predict the reaction product. The product is: [C:12]1([CH:11]([C:18]2[CH:23]=[CH:22][CH:21]=[CH:20][CH:19]=2)[N:4]2[C:5]3=[N:6][CH:7]=[CH:8][CH:9]=[C:10]3[C:2](=[O:49])[C:3]2=[O:24])[CH:17]=[CH:16][CH:15]=[CH:14][CH:13]=1. (3) Given the reactants [CH2:1]([O:3][C:4]([C:6]1[C:7]([CH3:32])=[C:8]2[C:13](=[CH:14][C:15]=1[CH3:16])[N:12]=[C:11]([CH2:17][CH2:18][C:19]([O:21]CC)=O)[N:10]([C:24]1[CH:29]=[CH:28][CH:27]=[CH:26][C:25]=1[Cl:30])[C:9]2=[O:31])=[O:5])[CH3:2].C(OC(=O)C1C(C)=C[C:43]([NH:47]C(=O)CCC(OCC)=O)=[C:39](C(O)=O)C=1C)C.ClC1C=CC=CC=1N.P(Cl)(Cl)Cl.C(=O)([O-])O.[Na+], predict the reaction product. The product is: [CH2:1]([O:3][C:4]([C:6]1[C:7]([CH3:32])=[C:8]2[C:13](=[CH:14][C:15]=1[CH3:16])[N:12]=[C:11]([CH2:17][CH2:18][C:19](=[O:21])[NH:47][CH2:43][CH3:39])[N:10]([C:24]1[CH:29]=[CH:28][CH:27]=[CH:26][C:25]=1[Cl:30])[C:9]2=[O:31])=[O:5])[CH3:2].